Task: Regression. Given a peptide amino acid sequence and an MHC pseudo amino acid sequence, predict their binding affinity value. This is MHC class I binding data.. Dataset: Peptide-MHC class I binding affinity with 185,985 pairs from IEDB/IMGT (1) The peptide sequence is VSFDQNLDY. The MHC is HLA-B18:01 with pseudo-sequence HLA-B18:01. The binding affinity (normalized) is 0.0847. (2) The peptide sequence is ETDRENAII. The binding affinity (normalized) is 0. The MHC is HLA-A02:01 with pseudo-sequence HLA-A02:01. (3) The peptide sequence is GECPKFVFPL. The MHC is HLA-B40:02 with pseudo-sequence HLA-B40:02. The binding affinity (normalized) is 0.977. (4) The MHC is HLA-A68:02 with pseudo-sequence HLA-A68:02. The peptide sequence is ALALEQYGI. The binding affinity (normalized) is 0.0198. (5) The peptide sequence is GHQAAMQML. The MHC is Mamu-A07 with pseudo-sequence Mamu-A07. The binding affinity (normalized) is 0. (6) The MHC is HLA-A30:02 with pseudo-sequence HLA-A30:02. The peptide sequence is MSYSMCTGKF. The binding affinity (normalized) is 0.352.